Task: Predict the reaction yield, written as a fraction of the theoretical maximum amount of product (1.0 means a 100% yield; for example, 0.34 means a 34% yield).. Dataset: Reaction yield outcomes from USPTO patents with 853,638 reactions (1) The reactants are [O:1]=[C:2]1[CH2:6][S:5][C:4](=[S:7])[N:3]1[NH:8][C:9]1[CH:17]=[CH:16][CH:15]=[CH:14][C:10]=1[C:11]([OH:13])=[O:12].[C:18]([C:22]1[CH:23]=[CH:24][C:25]([OH:35])=[C:26]([C:28]2[O:32][C:31]([CH:33]=O)=[CH:30][CH:29]=2)[CH:27]=1)([CH3:21])([CH3:20])[CH3:19].C(O)(=O)C.C(O)(=O)C.C(N)CN.S([O-])(O)=O.[Na+]. The catalyst is CO. The product is [C:18]([C:22]1[CH:23]=[CH:24][C:25]([OH:35])=[C:26]([C:28]2[O:32][C:31]([CH:33]=[C:6]3[S:5][C:4](=[S:7])[N:3]([NH:8][C:9]4[CH:17]=[CH:16][CH:15]=[CH:14][C:10]=4[C:11]([OH:13])=[O:12])[C:2]3=[O:1])=[CH:30][CH:29]=2)[CH:27]=1)([CH3:21])([CH3:20])[CH3:19]. The yield is 0.940. (2) The reactants are [NH:1]1[CH2:6][CH2:5][CH2:4][CH2:3][CH2:2]1.[CH3:7][C:8]1[O:9][C:10]2[CH:16]=[C:15]([S:17](Cl)(=[O:19])=[O:18])[CH:14]=[CH:13][C:11]=2[N:12]=1. The catalyst is C(Cl)(Cl)Cl.CN(C=O)C. The product is [CH3:7][C:8]1[O:9][C:10]2[CH:16]=[C:15]([S:17]([N:1]3[CH2:6][CH2:5][CH2:4][CH2:3][CH2:2]3)(=[O:19])=[O:18])[CH:14]=[CH:13][C:11]=2[N:12]=1. The yield is 0.760. (3) The reactants are [C:1]([N:4]1[CH2:9][CH2:8][N:7]([CH:10]([C:14]2[CH:19]=[CH:18][CH:17]=[CH:16][CH:15]=2)[C:11]([OH:13])=[O:12])[CH2:6][CH2:5]1)(=[O:3])[CH3:2].C1CCC(N=C=NC2CCCCC2)CC1.C1C=CC2N(O)N=NC=2C=1.[N:45]12[CH2:52][CH2:51][CH:48]([CH2:49][CH2:50]1)[C@@H:47](O)[CH2:46]2. The catalyst is C1COCC1. The product is [C:1]([N:4]1[CH2:9][CH2:8][N:7]([CH:10]([C:14]2[CH:19]=[CH:18][CH:17]=[CH:16][CH:15]=2)[C:11]([O:13][C@@H:47]2[CH:48]3[CH2:51][CH2:52][N:45]([CH2:50][CH2:49]3)[CH2:46]2)=[O:12])[CH2:6][CH2:5]1)(=[O:3])[CH3:2]. The yield is 0.647. (4) The catalyst is C1COCC1.CO. The product is [Br:3][C:4]1[N:5]([C:19]2[C:28]3[C:23](=[CH:24][CH:25]=[CH:26][CH:27]=3)[C:22]([CH:29]3[CH2:31][CH2:30]3)=[CH:21][CH:20]=2)[C:6]([S:9][C:10]2([C:14]([OH:16])=[O:15])[CH2:11][CH2:12][CH2:13]2)=[N:7][N:8]=1. The yield is 0.750. The reactants are [OH-].[Li+].[Br:3][C:4]1[N:5]([C:19]2[C:28]3[C:23](=[CH:24][CH:25]=[CH:26][CH:27]=3)[C:22]([CH:29]3[CH2:31][CH2:30]3)=[CH:21][CH:20]=2)[C:6]([S:9][C:10]2([C:14]([O:16]CC)=[O:15])[CH2:13][CH2:12][CH2:11]2)=[N:7][N:8]=1. (5) The reactants are [F:1][C:2]1[CH:7]=[CH:6][C:5]([CH2:8][CH2:9][CH:10]=O)=[CH:4][CH:3]=1.Cl.[O:13]([NH2:15])[CH3:14]. No catalyst specified. The product is [CH3:14][O:13][N:15]=[CH:10][CH2:9][CH2:8][C:5]1[CH:4]=[CH:3][C:2]([F:1])=[CH:7][CH:6]=1. The yield is 0.970. (6) The product is [Br:1][C:2]1[CH:3]=[C:4]([O:20][C:19]2[N:15]([CH2:13][CH3:14])[N:16]=[CH:17][CH:18]=2)[C:5]([C:8]#[N:9])=[N:6][CH:7]=1. The reactants are [Br:1][C:2]1[CH:3]=[C:4]([N+]([O-])=O)[C:5]([C:8]#[N:9])=[N:6][CH:7]=1.[CH2:13]([N:15]1[C:19]([OH:20])=[CH:18][CH:17]=[N:16]1)[CH3:14].C(=O)([O-])[O-].[Na+].[Na+].C(#N)C. The yield is 0.530. The catalyst is C(OCC)(=O)C.C(Cl)(Cl)Cl.CCCCCC. (7) The reactants are [Cl:1][C:2]1[N:3]([S:16]([C:19]2[CH:24]=[CH:23][CH:22]=[CH:21][CH:20]=2)(=[O:18])=[O:17])[C:4]([C:10]2[CH:15]=[CH:14][CH:13]=[CH:12][CH:11]=2)=[C:5]([F:9])[C:6]=1[CH2:7][OH:8].C[N+]1([O-])CCOCC1. The catalyst is C(#N)C.C(OCC)(=O)C.[Ru]([O-])(=O)(=O)=O.C([N+](CCC)(CCC)CCC)CC. The product is [Cl:1][C:2]1[N:3]([S:16]([C:19]2[CH:24]=[CH:23][CH:22]=[CH:21][CH:20]=2)(=[O:18])=[O:17])[C:4]([C:10]2[CH:11]=[CH:12][CH:13]=[CH:14][CH:15]=2)=[C:5]([F:9])[C:6]=1[CH:7]=[O:8]. The yield is 0.670.